This data is from Catalyst prediction with 721,799 reactions and 888 catalyst types from USPTO. The task is: Predict which catalyst facilitates the given reaction. (1) Reactant: [I:1]I.[Br:3][C:4]1[CH:5]=[CH:6][C:7]([F:31])=[C:8]([C:10]([NH:19][C:20]([NH:22][C:23](=[O:30])[C:24]2[CH:29]=[CH:28][CH:27]=[CH:26][CH:25]=2)=[S:21])([CH3:18])[CH2:11][C:12]2[CH2:17][CH2:16][CH2:15][CH2:14][CH:13]=2)[CH:9]=1. The catalyst class is: 49. Product: [Br:3][C:4]1[CH:5]=[CH:6][C:7]([F:31])=[C:8]([C:10]2([CH3:18])[CH2:11][C:12]3([CH2:17][CH2:16][CH2:15][CH2:14][CH:13]3[I:1])[S:21][C:20]([NH:22][C:23](=[O:30])[C:24]3[CH:29]=[CH:28][CH:27]=[CH:26][CH:25]=3)=[N:19]2)[CH:9]=1. (2) Reactant: [C:1]([O:5][C:6]([NH:8][C:9]1[CH:10]=[CH:11][C:12]([Cl:15])=[N:13][CH:14]=1)=[O:7])([CH3:4])([CH3:3])[CH3:2].[Li]C(C)(C)C.[CH:21]1([C:24]#[C:25][C:26](=[O:31])[C:27]([F:30])([F:29])[F:28])[CH2:23][CH2:22]1.C(O)(=O)CC(CC(O)=O)(C(O)=O)O. Product: [C:1]([O:5][C:6]([NH:8][C:9]1[C:10]([C:26]([OH:31])([C:25]#[C:24][CH:21]2[CH2:22][CH2:23]2)[C:27]([F:28])([F:29])[F:30])=[CH:11][C:12]([Cl:15])=[N:13][CH:14]=1)=[O:7])([CH3:4])([CH3:2])[CH3:3]. The catalyst class is: 773. (3) Reactant: [Cl:1][C:2]1[CH:3]=[C:4]([C:8](=O)[CH2:9][CH2:10][CH:11]=[CH2:12])[CH:5]=[CH:6][CH:7]=1.[Cl:14][C:15]1[CH:23]=[C:22]2[C:18]([CH2:19][C:20](=[O:24])[NH:21]2)=[CH:17][CH:16]=1.N1CCCC1. Product: [Cl:14][C:15]1[CH:23]=[C:22]2[C:18]([C:19](=[C:8]([C:4]3[CH:5]=[CH:6][CH:7]=[C:2]([Cl:1])[CH:3]=3)[CH2:9][CH2:10][CH:11]=[CH2:12])[C:20](=[O:24])[NH:21]2)=[CH:17][CH:16]=1. The catalyst class is: 11. (4) Reactant: [B:1]#B.[CH2:3]([C:5]1[CH:6]=[CH:7][C:8]([CH3:11])=[N:9][CH:10]=1)[CH3:4]. The catalyst class is: 11. Product: [BH3:1].[CH2:3]([C:5]1[CH:6]=[CH:7][C:8]([CH3:11])=[N:9][CH:10]=1)[CH3:4]. (5) Reactant: C[O:2][C:3]1[CH:12]=[CH:11][CH:10]=[C:9]2[C:4]=1[CH:5]=[CH:6][C:7]([N:13]1[C:17]([CH3:18])=[CH:16][C:15]([O:19][CH2:20][CH2:21][N:22]3[CH2:27][CH2:26][O:25][CH2:24][CH2:23]3)=[N:14]1)=[CH:8]2. Product: [OH:2][C:3]1[CH:12]=[CH:11][CH:10]=[C:9]2[C:4]=1[CH:5]=[CH:6][C:7]([N:13]1[C:17]([CH3:18])=[CH:16][C:15]([O:19][CH2:20][CH2:21][N:22]3[CH2:27][CH2:26][O:25][CH2:24][CH2:23]3)=[N:14]1)=[CH:8]2. The catalyst class is: 33. (6) Reactant: CS[C:3]1[N:4]=[N:5][C:6]([C:20]#[N:21])=[C:7]([N:9]2[CH2:15][CH2:14][C:13]3[CH:16]=[CH:17][CH:18]=[CH:19][C:12]=3[CH2:11][CH2:10]2)[N:8]=1.[C:22]([O:26][C:27](=[O:32])[NH:28][CH2:29][CH2:30][NH2:31])([CH3:25])([CH3:24])[CH3:23]. Product: [C:22]([O:26][C:27](=[O:32])[NH:28][CH2:29][CH2:30][NH:31][C:3]1[N:4]=[N:5][C:6]([C:20]#[N:21])=[C:7]([N:9]2[CH2:15][CH2:14][C:13]3[CH:16]=[CH:17][CH:18]=[CH:19][C:12]=3[CH2:11][CH2:10]2)[N:8]=1)([CH3:25])([CH3:23])[CH3:24]. The catalyst class is: 12. (7) Reactant: [F:1][C:2]1([F:33])[CH2:7][CH2:6][CH:5]([CH2:8][C:9]2[N:13]3[C:14]([CH3:28])=[CH:15][C:16]([CH:18]([OH:27])[CH:19]([CH:21]4[CH2:26][CH2:25][O:24][CH2:23][CH2:22]4)[OH:20])=[CH:17][C:12]3=[N:11][C:10]=2[C:29]([F:32])([F:31])[F:30])[CH2:4][CH2:3]1. Product: [F:33][C:2]1([F:1])[CH2:7][CH2:6][CH:5]([CH2:8][C:9]2[N:13]3[C:14]([CH3:28])=[CH:15][C:16]([C:18](=[O:27])[CH:19]([OH:20])[CH:21]4[CH2:22][CH2:23][O:24][CH2:25][CH2:26]4)=[CH:17][C:12]3=[N:11][C:10]=2[C:29]([F:31])([F:32])[F:30])[CH2:4][CH2:3]1. The catalyst class is: 327. (8) Reactant: [NH2:1][CH2:2][C:3]1[CH:10]=[C:9]([N+:11]([O-:13])=[O:12])[CH:8]=[CH:7][C:4]=1[CH2:5][NH2:6].C1N=CN([C:19](N2C=NC=C2)=[O:20])C=1.O. Product: [N+:11]([C:9]1[CH:8]=[CH:7][C:4]2[CH2:5][NH:6][C:19](=[O:20])[NH:1][CH2:2][C:3]=2[CH:10]=1)([O-:13])=[O:12]. The catalyst class is: 7.